From a dataset of Reaction yield outcomes from USPTO patents with 853,638 reactions. Predict the reaction yield, written as a fraction of the theoretical maximum amount of product (1.0 means a 100% yield; for example, 0.34 means a 34% yield). The reactants are [CH3:1][S:2]([C:5]1[CH:36]=[CH:35][C:8]([CH2:9][NH:10][C:11]([C:13]2[C:14](=[O:34])[N:15]([C:24]3[CH:29]=[CH:28][CH:27]=[C:26]([C:30]([F:33])([F:32])[F:31])[CH:25]=3)[C:16]([CH3:23])=[C:17]([C:19](=O)[CH2:20]Br)[CH:18]=2)=[O:12])=[CH:7][CH:6]=1)(=[O:4])=[O:3].[NH2:37][C:38]([NH2:40])=[S:39].CC([O-])=O.[Na+]. The catalyst is CCO. The product is [CH3:1][S:2]([C:5]1[CH:6]=[CH:7][C:8]([CH2:9][NH:10][C:11]([C:13]2[C:14](=[O:34])[N:15]([C:24]3[CH:29]=[CH:28][CH:27]=[C:26]([C:30]([F:33])([F:31])[F:32])[CH:25]=3)[C:16]([CH3:23])=[C:17]([C:19]3[N:37]=[C:38]([NH2:40])[S:39][CH:20]=3)[CH:18]=2)=[O:12])=[CH:35][CH:36]=1)(=[O:3])=[O:4]. The yield is 0.660.